This data is from Reaction yield outcomes from USPTO patents with 853,638 reactions. The task is: Predict the reaction yield, written as a fraction of the theoretical maximum amount of product (1.0 means a 100% yield; for example, 0.34 means a 34% yield). The yield is 0.890. The reactants are Cl.[CH2:2]([O:4][C:5]([CH2:7][N:8]1[CH2:13][C:12]2[CH:14]=[C:15](/[CH:18]=[CH:19]/[C:20]([OH:22])=O)[CH:16]=[N:17][C:11]=2[NH:10][C:9]1=[O:23])=[O:6])[CH3:3].Cl.[CH3:25][N:26]1[CH2:32][C:31]2[CH:33]=[C:34](/[CH:37]=[CH:38]/[C:39](O)=O)C=N[C:30]=2[NH:29][C:28](=O)[CH2:27]1.CNCC1N(C)C2C(C=1)=CC=CC=2.CNCC1C=CC2C(=CC=CC=2)C=1CCC. No catalyst specified. The product is [CH2:2]([O:4][C:5](=[O:6])[CH2:7][N:8]1[CH2:13][C:12]2[CH:14]=[C:15](/[CH:18]=[CH:19]/[C:20](=[O:22])[N:29]([CH3:30])[CH2:28][C:27]3[N:26]([CH3:25])[C:32]4[C:38]([CH:39]=3)=[CH:37][CH:34]=[CH:33][CH:31]=4)[CH:16]=[N:17][C:11]=2[NH:10][C:9]1=[O:23])[CH3:3].